From a dataset of Forward reaction prediction with 1.9M reactions from USPTO patents (1976-2016). Predict the product of the given reaction. Given the reactants [N+:1]([C:4]1[CH:5]=[C:6]([N:10]2[CH2:15][CH2:14][N:13]([CH2:16][CH2:17][C:18]([O:20]CC)=O)[CH2:12][CH2:11]2)[CH:7]=[CH:8][CH:9]=1)([O-:3])=[O:2].O.[NH2:24][NH2:25], predict the reaction product. The product is: [N+:1]([C:4]1[CH:5]=[C:6]([N:10]2[CH2:15][CH2:14][N:13]([CH2:16][CH2:17][C:18]([NH:24][NH2:25])=[O:20])[CH2:12][CH2:11]2)[CH:7]=[CH:8][CH:9]=1)([O-:3])=[O:2].